From a dataset of Catalyst prediction with 721,799 reactions and 888 catalyst types from USPTO. Predict which catalyst facilitates the given reaction. (1) Reactant: [CH3:1][O:2][C:3]1[CH:4]=[C:5]([C:11]([CH3:15])([CH3:14])[CH:12]=[O:13])[CH:6]=[C:7]([O:9][CH3:10])[CH:8]=1.[BH4-].[Na+]. Product: [CH3:10][O:9][C:7]1[CH:6]=[C:5]([C:11]([CH3:15])([CH3:14])[CH2:12][OH:13])[CH:4]=[C:3]([O:2][CH3:1])[CH:8]=1. The catalyst class is: 5. (2) Reactant: C([O:3][C:4](=[O:34])[C:5]([O:9][C:10]1[CH:15]=[CH:14][CH:13]=[C:12]([O:16][CH2:17][CH2:18][N:19]2[C:24](=[O:25])[C:23]3[N:26]([CH3:32])[N:27]=[C:28]([CH2:29][CH2:30][CH3:31])[C:22]=3[N:21]=[C:20]2[CH3:33])[CH:11]=1)([CH3:8])[CH2:6][CH3:7])C.C(=O)([O-])[O-].[Na+].[Na+]. Product: [CH3:32][N:26]1[C:23]2[C:24](=[O:25])[N:19]([CH2:18][CH2:17][O:16][C:12]3[CH:11]=[C:10]([CH:15]=[CH:14][CH:13]=3)[O:9][C:5]([CH3:8])([CH2:6][CH3:7])[C:4]([OH:34])=[O:3])[C:20]([CH3:33])=[N:21][C:22]=2[C:28]([CH2:29][CH2:30][CH3:31])=[N:27]1. The catalyst class is: 5.